Task: Predict the product of the given reaction.. Dataset: Forward reaction prediction with 1.9M reactions from USPTO patents (1976-2016) Given the reactants [Si:1]([O:8][CH2:9][C:10]1[N:11]([CH3:24])[C:12]2[C:17]([CH:18]=1)=[CH:16][C:15]([CH:19]=[O:20])=[C:14]([C:21]([CH3:23])=[CH2:22])[CH:13]=2)([C:4]([CH3:7])([CH3:6])[CH3:5])([CH3:3])[CH3:2].[CH2:25]([Mg]Br)[CH2:26][CH:27]=[CH2:28], predict the reaction product. The product is: [Si:1]([O:8][CH2:9][C:10]1[N:11]([CH3:24])[C:12]2[C:17]([CH:18]=1)=[CH:16][C:15]([CH:19]([OH:20])[CH2:28][CH2:27][CH:26]=[CH2:25])=[C:14]([C:21]([CH3:23])=[CH2:22])[CH:13]=2)([C:4]([CH3:7])([CH3:6])[CH3:5])([CH3:3])[CH3:2].